Predict which catalyst facilitates the given reaction. From a dataset of Catalyst prediction with 721,799 reactions and 888 catalyst types from USPTO. (1) Reactant: [CH3:1][C:2](=[CH2:6])[C:3](O)=[O:4].S(Cl)(Cl)=O.[C:11]([C:13]1[CH:19]=[CH:18][C:16]([NH2:17])=[CH:15][C:14]=1[C:20]([F:23])([F:22])[F:21])#[N:12]. Product: [CH3:1][C:2](=[CH2:6])[C:3]([NH:17][C:16]1[CH:18]=[CH:19][C:13]([C:11]#[N:12])=[C:14]([C:20]([F:21])([F:22])[F:23])[CH:15]=1)=[O:4]. The catalyst class is: 44. (2) Reactant: CN(C)C=O.[C:6]([OH:14])(=O)[C:7]1[CH:12]=[CH:11][N:10]=[CH:9][CH:8]=1.C(Cl)(=O)C(Cl)=O.[NH2:21][C:22]1[CH:27]=[CH:26][CH:25]=[CH:24][C:23]=1[S:28]([NH:31][C:32]1[CH:37]=[CH:36][C:35]([O:38][CH3:39])=[CH:34][CH:33]=1)(=[O:30])=[O:29]. Product: [CH3:39][O:38][C:35]1[CH:34]=[CH:33][C:32]([NH:31][S:28]([C:23]2[CH:24]=[CH:25][CH:26]=[CH:27][C:22]=2[NH:21][C:6](=[O:14])[C:7]2[CH:8]=[CH:9][N:10]=[CH:11][CH:12]=2)(=[O:30])=[O:29])=[CH:37][CH:36]=1. The catalyst class is: 4.